Dataset: Catalyst prediction with 721,799 reactions and 888 catalyst types from USPTO. Task: Predict which catalyst facilitates the given reaction. (1) Reactant: [Cl:1][C:2]1[CH:7]=[CH:6][C:5]([S:8]([NH:11][C:12]2[CH:32]=[CH:31][C:15]3[N:16]([C:25]4[CH:30]=[CH:29][CH:28]=[CH:27][CH:26]=4)[C:17]([C:19]4[CH:24]=[CH:23][CH:22]=[CH:21][CH:20]=4)=[N:18][C:14]=3[CH:13]=2)(=[O:10])=[O:9])=[CH:4][CH:3]=1.[H-].[Na+].[CH3:35][O:36][C:37](=[O:43])[CH2:38][CH2:39][CH2:40][CH2:41]Br.O. Product: [CH3:35][O:36][C:37](=[O:43])[CH2:38][CH2:39][CH2:40][CH2:41][N:11]([S:8]([C:5]1[CH:6]=[CH:7][C:2]([Cl:1])=[CH:3][CH:4]=1)(=[O:10])=[O:9])[C:12]1[CH:32]=[CH:31][C:15]2[N:16]([C:25]3[CH:26]=[CH:27][CH:28]=[CH:29][CH:30]=3)[C:17]([C:19]3[CH:24]=[CH:23][CH:22]=[CH:21][CH:20]=3)=[N:18][C:14]=2[CH:13]=1. The catalyst class is: 9. (2) Reactant: [CH3:1][O:2][C:3]1[CH:4]=[C:5]([N:11]2[CH:16]=[C:15]([C:17](=[N:19]O)[NH2:18])[C:14](=[O:21])[N:13]([CH2:22][C:23]3[CH:28]=[CH:27][CH:26]=[C:25]([C:29]([F:32])([F:31])[F:30])[C:24]=3[CH3:33])[C:12]2=[O:34])[CH:6]=[CH:7][C:8]=1[O:9][CH3:10].[C:35](N1C=CN=C1)(N1C=CN=C1)=[S:36].C1C[O:50]CC1. Product: [CH3:1][O:2][C:3]1[CH:4]=[C:5]([N:11]2[CH:16]=[C:15]([C:17]3[NH:18][C:35](=[O:50])[S:36][N:19]=3)[C:14](=[O:21])[N:13]([CH2:22][C:23]3[CH:28]=[CH:27][CH:26]=[C:25]([C:29]([F:32])([F:31])[F:30])[C:24]=3[CH3:33])[C:12]2=[O:34])[CH:6]=[CH:7][C:8]=1[O:9][CH3:10]. The catalyst class is: 16. (3) Reactant: [NH2:1][C:2]1[C:7]([CH3:9])([CH3:8])[S:6](=[O:11])(=[O:10])[CH2:5][C@@:4]([CH2:19][F:20])([C:12]2[CH:17]=[CH:16][CH:15]=[CH:14][C:13]=2[F:18])[N:3]=1.S(=O)(=O)(O)O.[N+:26]([O-])([O-:28])=[O:27].[K+].[OH-].[NH4+]. Product: [NH2:1][C:2]1[C:7]([CH3:9])([CH3:8])[S:6](=[O:11])(=[O:10])[CH2:5][C@:4]([C:12]2[CH:17]=[C:16]([N+:26]([O-:28])=[O:27])[CH:15]=[CH:14][C:13]=2[F:18])([CH2:19][F:20])[N:3]=1. The catalyst class is: 6.